Task: Predict the reaction yield, written as a fraction of the theoretical maximum amount of product (1.0 means a 100% yield; for example, 0.34 means a 34% yield).. Dataset: Reaction yield outcomes from USPTO patents with 853,638 reactions The reactants are [CH3:1][C:2]1[C:10]2[C:5](=[N:6][CH:7]=[CH:8][CH:9]=2)[S:4][C:3]=1[CH:11]=[O:12].[CH:13]1([Mg]Br)[CH2:18][CH2:17][CH2:16][CH2:15][CH2:14]1.[Cl-].[NH4+].C[N+]1([O-])CCOCC1. The catalyst is O1CCCC1.[Ru]([O-])(=O)(=O)=O.C([N+](CCC)(CCC)CCC)CC.C(#N)C. The product is [CH:13]1([C:11]([C:3]2[S:4][C:5]3=[N:6][CH:7]=[CH:8][CH:9]=[C:10]3[C:2]=2[CH3:1])=[O:12])[CH2:18][CH2:17][CH2:16][CH2:15][CH2:14]1. The yield is 0.850.